Dataset: Full USPTO retrosynthesis dataset with 1.9M reactions from patents (1976-2016). Task: Predict the reactants needed to synthesize the given product. (1) Given the product [CH:40]1([N:44]2[CH2:50][CH2:49][C:48]3[CH:51]=[CH:52][C:53]([N:55]4[CH2:60][CH2:59][N:58]([C:35]([C:34]5[CH:33]=[CH:32][C:31]([C:27]6[CH:26]=[N:25][CH:30]=[CH:29][CH:28]=6)=[CH:39][CH:38]=5)=[O:37])[CH2:57][CH2:56]4)=[CH:54][C:47]=3[CH2:46][CH2:45]2)[CH2:43][CH2:42][CH2:41]1, predict the reactants needed to synthesize it. The reactants are: CN(C(ON1N=NC2C1=CC=CC=2)=[N+](C)C)C.F[P-](F)(F)(F)(F)F.[N:25]1[CH:30]=[CH:29][CH:28]=[C:27]([C:31]2[CH:39]=[CH:38][C:34]([C:35]([OH:37])=O)=[CH:33][CH:32]=2)[CH:26]=1.[CH:40]1([N:44]2[CH2:50][CH2:49][C:48]3[CH:51]=[CH:52][C:53]([N:55]4[CH2:60][CH2:59][NH:58][CH2:57][CH2:56]4)=[CH:54][C:47]=3[CH2:46][CH2:45]2)[CH2:43][CH2:42][CH2:41]1.CN1CCOCC1. (2) Given the product [Br:8][C:4]1[CH:3]=[C:2]([CH:21]([C:19]2[S:20][C:16]([CH2:14][CH3:15])=[CH:17][CH:18]=2)[OH:22])[CH:7]=[CH:6][CH:5]=1, predict the reactants needed to synthesize it. The reactants are: Br[C:2]1[CH:7]=[CH:6][CH:5]=[C:4]([Br:8])[CH:3]=1.C([Li])CCC.[CH2:14]([C:16]1[S:20][C:19]([CH:21]=[O:22])=[CH:18][CH:17]=1)[CH3:15].[Cl-].[NH4+]. (3) The reactants are: [F:1][C:2]1[CH:3]=[C:4]2[C:8](=[CH:9][CH:10]=1)[NH:7][C:6]([C:11]([OH:13])=O)=[CH:5]2.[NH2:14][C@H:15]1[C:23]2[C:18](=[CH:19][CH:20]=[C:21]([C:24]#[N:25])[CH:22]=2)[CH2:17][C:16]1([CH3:27])[CH3:26].CN([P+](ON1N=NC2C=CC=CC1=2)(N(C)C)N(C)C)C.F[P-](F)(F)(F)(F)F.CN1CCOCC1. Given the product [C:24]([C:21]1[CH:22]=[C:23]2[C:18]([CH2:17][C:16]([CH3:27])([CH3:26])[C@H:15]2[NH:14][C:11]([C:6]2[NH:7][C:8]3[C:4]([CH:5]=2)=[CH:3][C:2]([F:1])=[CH:10][CH:9]=3)=[O:13])=[CH:19][CH:20]=1)#[N:25], predict the reactants needed to synthesize it. (4) Given the product [CH2:1]([O:8][C:9]([N:11]1[CH2:15][CH2:14][C:13]([OH:16])([CH:17]([N:19]=[CH:20][C:21]2[CH:27]=[CH:26][CH:25]=[CH:24][C:22]=2[OH:23])[CH3:18])[CH2:12]1)=[O:10])[C:2]1[CH:7]=[CH:6][CH:5]=[CH:4][CH:3]=1, predict the reactants needed to synthesize it. The reactants are: [CH2:1]([O:8][C:9]([N:11]1[CH2:15][CH2:14][C:13]([CH:17]([NH2:19])[CH3:18])([OH:16])[CH2:12]1)=[O:10])[C:2]1[CH:7]=[CH:6][CH:5]=[CH:4][CH:3]=1.[CH:20](=O)[C:21]1[C:22](=[CH:24][CH:25]=[CH:26][CH:27]=1)[OH:23]. (5) Given the product [C:12]1([S:18]([N:8]2[C:5]3=[N:6][CH:7]=[C:2]([Br:1])[CH:3]=[C:4]3[C:10]([I:11])=[CH:9]2)(=[O:20])=[O:19])[CH:17]=[CH:16][CH:15]=[CH:14][CH:13]=1, predict the reactants needed to synthesize it. The reactants are: [Br:1][C:2]1[CH:3]=[C:4]2[C:10]([I:11])=[CH:9][NH:8][C:5]2=[N:6][CH:7]=1.[C:12]1([S:18](Cl)(=[O:20])=[O:19])[CH:17]=[CH:16][CH:15]=[CH:14][CH:13]=1.[OH-].[Na+].CO. (6) Given the product [CH2:1]([S:3][C:4]1[CH:12]=[CH:11][CH:10]=[CH:9][C:5]=1[C:6]([Cl:16])=[O:7])[CH3:2], predict the reactants needed to synthesize it. The reactants are: [CH2:1]([S:3][C:4]1[CH:12]=[CH:11][CH:10]=[CH:9][C:5]=1[C:6](O)=[O:7])[CH3:2].C(Cl)(=O)C([Cl:16])=O.